Dataset: Forward reaction prediction with 1.9M reactions from USPTO patents (1976-2016). Task: Predict the product of the given reaction. (1) Given the reactants [BH4-].[Na+].[S:3]1[C:7]2[CH:8]=[C:9]([N:12]3[CH2:16][CH2:15][N:14]([C:17]4[CH:18]=[N:19][CH:20]=[CH:21][C:22]=4[CH:23]=[O:24])[C:13]3=[O:25])[CH:10]=[CH:11][C:6]=2[N:5]=[CH:4]1, predict the reaction product. The product is: [S:3]1[C:7]2[CH:8]=[C:9]([N:12]3[CH2:16][CH2:15][N:14]([C:17]4[CH:18]=[N:19][CH:20]=[CH:21][C:22]=4[CH2:23][OH:24])[C:13]3=[O:25])[CH:10]=[CH:11][C:6]=2[N:5]=[CH:4]1. (2) Given the reactants C(OC(=O)[NH:10][C@H:11]1[CH2:19][C:18]2[C:13](=[CH:14][CH:15]=[C:16]([CH2:20][N:21]3[CH:25]=[C:24]([CH2:26][OH:27])[C:23]([C:28]([F:31])([F:30])[F:29])=[N:22]3)[CH:17]=2)[CH2:12]1)C1C=CC=CC=1.C(O)C.Cl.[H][H], predict the reaction product. The product is: [NH2:10][C@H:11]1[CH2:19][C:18]2[C:13](=[CH:14][CH:15]=[C:16]([CH2:20][N:21]3[CH:25]=[C:24]([CH2:26][OH:27])[C:23]([C:28]([F:31])([F:30])[F:29])=[N:22]3)[CH:17]=2)[CH2:12]1. (3) Given the reactants [NH:1]1[CH2:5][CH2:4][CH2:3][CH2:2]1.[CH:6]12[O:12][CH:7]1[CH2:8][CH2:9][CH2:10][CH2:11]2, predict the reaction product. The product is: [N:1]1([C@H:6]2[CH2:11][CH2:10][CH2:9][CH2:8][C@@H:7]2[OH:12])[CH2:5][CH2:4][CH2:3][CH2:2]1. (4) Given the reactants Br[CH2:2][C:3]1[CH:4]=[CH:5][N:6]2[C:11]=1[C:10](Cl)=[N:9][CH:8]=[N:7]2.C(OC([N:20]1[CH2:25][CH2:24][CH:23]([OH:26])[CH2:22][CH2:21]1)=O)(C)(C)C.C([O-])(O)=O.[Na+].[Cl:32][C:33]1[CH:34]=[C:35]([NH2:48])[CH:36]=[CH:37][C:38]=1[O:39][CH2:40][C:41]1[CH:46]=[CH:45][CH:44]=[C:43]([F:47])[CH:42]=1, predict the reaction product. The product is: [Cl:32][C:33]1[CH:34]=[C:35]([NH:48][C:10]2[C:11]3=[C:3]([CH2:2][O:26][CH:23]4[CH2:22][CH2:21][NH:20][CH2:25][CH2:24]4)[CH:4]=[CH:5][N:6]3[N:7]=[CH:8][N:9]=2)[CH:36]=[CH:37][C:38]=1[O:39][CH2:40][C:41]1[CH:46]=[CH:45][CH:44]=[C:43]([F:47])[CH:42]=1. (5) Given the reactants C[O:2][C:3]([CH:5]1[CH2:10][CH2:9][CH:8]([NH:11][C:12]2[CH:30]=[CH:29][C:28]([N+:31]([O-:33])=[O:32])=[CH:27][C:13]=2[C:14]([NH:16][CH2:17][C:18]2[CH:26]=[CH:25][C:21]3[O:22][CH2:23][O:24][C:20]=3[CH:19]=2)=[O:15])[CH2:7][CH2:6]1)=[O:4].CO.[OH-].[Na+].Cl, predict the reaction product. The product is: [C:3]([CH:5]1[CH2:6][CH2:7][CH:8]([NH:11][C:12]2[CH:30]=[CH:29][C:28]([N+:31]([O-:33])=[O:32])=[CH:27][C:13]=2[C:14]([NH:16][CH2:17][C:18]2[CH:26]=[CH:25][C:21]3[O:22][CH2:23][O:24][C:20]=3[CH:19]=2)=[O:15])[CH2:9][CH2:10]1)([OH:4])=[O:2].